Predict which catalyst facilitates the given reaction. From a dataset of Catalyst prediction with 721,799 reactions and 888 catalyst types from USPTO. (1) Reactant: [O:1]=[C:2]1[NH:6][C@@H:5]([C:7]([OH:9])=O)[CH2:4][CH2:3]1.[CH2:10]([NH2:17])[C:11]1[CH:16]=[CH:15][CH:14]=[CH:13][CH:12]=1.Cl.C(N=C=NCCCN(C)C)C.ON1C2C=CC=CC=2N=N1. Product: [CH2:10]([NH:17][C:7](=[O:9])[C@H:5]1[CH2:4][CH2:3][C:2](=[O:1])[NH:6]1)[C:11]1[CH:16]=[CH:15][CH:14]=[CH:13][CH:12]=1. The catalyst class is: 115. (2) Reactant: [F:1][C:2]1[CH:3]=[CH:4][C:5]2[N:6]([CH2:16][C@@H:17]3[CH2:19][O:18]3)[C:7]3[C:12]([C:13]=2[CH:14]=1)=[CH:11][C:10]([F:15])=[CH:9][CH:8]=3.[CH2:20]([NH2:23])[CH2:21][NH2:22]. Product: [NH2:22][CH2:21][CH2:20][NH:23][CH2:19][C@H:17]([OH:18])[CH2:16][N:6]1[C:7]2[CH:8]=[CH:9][C:10]([F:15])=[CH:11][C:12]=2[C:13]2[C:5]1=[CH:4][CH:3]=[C:2]([F:1])[CH:14]=2. The catalyst class is: 8. (3) Reactant: [H-].[Al+3].[Li+].[H-].[H-].[H-].[Cl:7][C:8]1[CH:13]=[C:12]([Cl:14])[CH:11]=[CH:10][C:9]=1[CH2:15][CH2:16][CH2:17][O:18][C:19]1[C:20]2[N:21]([C:25]([C:29](OCC)=[O:30])=[C:26]([CH3:28])[N:27]=2)[CH:22]=[CH:23][CH:24]=1.S([O-])([O-])(=O)=O.[Na+].[Na+]. Product: [ClH:7].[Cl:7][C:8]1[CH:13]=[C:12]([Cl:14])[CH:11]=[CH:10][C:9]=1[CH2:15][CH2:16][CH2:17][O:18][C:19]1[C:20]2[N:21]([C:25]([CH2:29][OH:30])=[C:26]([CH3:28])[N:27]=2)[CH:22]=[CH:23][CH:24]=1. The catalyst class is: 7. (4) Product: [ClH:19].[OH:8][CH2:9][CH2:10][CH2:11][C:12]([C:14]1[N:15]=[CH:16][NH:17][CH:18]=1)=[O:13]. Reactant: C([O:8][CH2:9][CH2:10][CH2:11][C:12]([C:14]1[NH:15][CH:16]=[N:17][CH:18]=1)=[O:13])C1C=CC=CC=1.[ClH:19]. The catalyst class is: 261. (5) Reactant: [CH3:1][C:2]1[N:3]=[N:4][S:5][C:6]=1[C:7]([OH:9])=O.CCN(C(C)C)C(C)C.[Cl:19][C:20]1[CH:21]=[C:22]([CH:24]=[CH:25][C:26]=1[F:27])[NH2:23]. Product: [Cl:19][C:20]1[CH:21]=[C:22]([NH:23][C:7]([C:6]2[S:5][N:4]=[N:3][C:2]=2[CH3:1])=[O:9])[CH:24]=[CH:25][C:26]=1[F:27]. The catalyst class is: 2. (6) Reactant: [C:1](Cl)(=O)C.[Cl:5][C:6]1[CH:14]=[C:13]([O:15][CH3:16])[C:12]([N+:17]([O-:19])=[O:18])=[CH:11][C:7]=1[C:8]([OH:10])=[O:9]. Product: [Cl:5][C:6]1[CH:14]=[C:13]([O:15][CH3:16])[C:12]([N+:17]([O-:19])=[O:18])=[CH:11][C:7]=1[C:8]([O:10][CH3:1])=[O:9]. The catalyst class is: 5. (7) Reactant: [C:1]([N:8]1[CH2:13][CH2:12][NH:11][CH2:10][CH2:9]1)([O:3][C:4]([CH3:7])([CH3:6])[CH3:5])=[O:2].C(N(CC)CC)C.[C:21](Cl)(=[O:23])[CH3:22]. Product: [C:21]([N:11]1[CH2:10][CH2:9][N:8]([C:1]([O:3][C:4]([CH3:7])([CH3:6])[CH3:5])=[O:2])[CH2:13][CH2:12]1)(=[O:23])[CH3:22]. The catalyst class is: 4. (8) Reactant: [F:1][C:2]([F:37])([F:36])[O:3][C:4]1[CH:5]=[C:6]([S:10]([C:13]2[CH:21]=[CH:20][C:19]3[N:18]([CH3:22])[C:17]4[CH2:23][CH:24]5[NH:28][CH:27]([C:16]=4[C:15]=3[C:14]=2C(OC(C)(C)C)=O)[CH2:26][CH2:25]5)(=[O:12])=[O:11])[CH:7]=[CH:8][CH:9]=1.[ClH:38]. Product: [ClH:38].[F:37][C:2]([F:1])([F:36])[O:3][C:4]1[CH:5]=[C:6]([S:10]([C:13]2[CH:14]=[C:15]3[C:19](=[CH:20][CH:21]=2)[N:18]([CH3:22])[C:17]2[CH2:23][CH:24]4[NH:28][CH:27]([C:16]3=2)[CH2:26][CH2:25]4)(=[O:12])=[O:11])[CH:7]=[CH:8][CH:9]=1. The catalyst class is: 27.